From a dataset of Full USPTO retrosynthesis dataset with 1.9M reactions from patents (1976-2016). Predict the reactants needed to synthesize the given product. (1) Given the product [Br:1][C:2]1[C:3]([F:29])=[CH:4][C:5]2[CH:11]3[CH2:10][CH:9]([CH2:12]3)[N:8]3[C:13]([CH:20]([OH:27])[C:21]4[N:22]([CH3:26])[CH:23]=[CH:24][N:25]=4)=[C:14]([C:16]([NH2:35])=[O:18])[N:15]=[C:7]3[C:6]=2[CH:28]=1, predict the reactants needed to synthesize it. The reactants are: [Br:1][C:2]1[C:3]([F:29])=[CH:4][C:5]2[CH:11]3[CH2:12][CH:9]([CH2:10]3)[N:8]3[C:13]([CH:20]([OH:27])[C:21]4[N:22]([CH3:26])[CH:23]=[CH:24][N:25]=4)=[C:14]([C:16]([O:18]C)=O)[N:15]=[C:7]3[C:6]=2[CH:28]=1.C[O-].[Na+].C([NH2:35])=O. (2) Given the product [Br-:1].[Br:1][C:2]1[CH:3]=[CH:4][C:5]([N+:8]2[CH:12]=[CH:11][N:10]([CH2:14][CH2:15][CH3:16])[CH:9]=2)=[CH:6][CH:7]=1, predict the reactants needed to synthesize it. The reactants are: [Br:1][C:2]1[CH:7]=[CH:6][C:5]([N:8]2[CH:12]=[CH:11][N:10]=[CH:9]2)=[CH:4][CH:3]=1.Br[CH2:14][CH2:15][CH3:16]. (3) Given the product [F:24][CH:2]([F:1])[CH2:3][O:4][C:5]1[C:6]([CH3:23])=[CH:7][C:8]([CH2:11][NH2:12])=[N:9][CH:10]=1, predict the reactants needed to synthesize it. The reactants are: [F:1][CH:2]([F:24])[CH2:3][O:4][C:5]1[C:6]([CH3:23])=[CH:7][C:8]([CH2:11][N:12]2C(=O)C3C(=CC=CC=3)C2=O)=[N:9][CH:10]=1.O.NN. (4) Given the product [OH:30][NH:29][C:1]([C:3]1[CH:4]=[CH:5][C:6]([C:9]2[CH:14]=[CH:13][C:12]([O:15][CH2:16][CH2:17][CH2:18][C:19]([OH:21])=[O:20])=[CH:11][CH:10]=2)=[CH:7][CH:8]=1)=[NH:2], predict the reactants needed to synthesize it. The reactants are: [C:1]([C:3]1[CH:8]=[CH:7][C:6]([C:9]2[CH:14]=[CH:13][C:12]([O:15][CH2:16][CH2:17][CH2:18][C:19]([OH:21])=[O:20])=[CH:11][CH:10]=2)=[CH:5][CH:4]=1)#[N:2].C([O-])([O-])=O.[K+].[K+].Cl.[NH2:29][OH:30].Cl. (5) Given the product [NH2:16][C:14](=[O:15])[C@@H:13]([N:6]1[CH:5]=[CH:4][C:3]2[C:2]([C:43]([NH:26][CH2:25][C:22]3[CH:23]=[CH:24][C:19]([Cl:18])=[C:20]([C:27]([F:28])([F:29])[F:30])[CH:21]=3)=[O:42])=[CH:11][CH:10]=[CH:9][C:8]=2[C:7]1=[O:12])[CH3:17], predict the reactants needed to synthesize it. The reactants are: I[C:2]1[CH:11]=[CH:10][CH:9]=[C:8]2[C:3]=1[CH:4]=[CH:5][N:6]([C@@H:13]([CH3:17])[C:14]([NH2:16])=[O:15])[C:7]2=[O:12].[Cl:18][C:19]1[CH:24]=[CH:23][C:22]([CH2:25][NH2:26])=[CH:21][C:20]=1[C:27]([F:30])([F:29])[F:28].N12CCCN=C1CCCCC2.[O:42]1CCOC[CH2:43]1.